Dataset: Forward reaction prediction with 1.9M reactions from USPTO patents (1976-2016). Task: Predict the product of the given reaction. (1) Given the reactants [OH:1][C:2]1[C:7]([OH:8])=[CH:6][CH:5]=[CH:4][N:3]=1.[CH3:9][O:10][C:11]1[CH:17]=[CH:16][C:14]([NH2:15])=[CH:13][CH:12]=1.[S:18]([NH:22][C:23]1[CH:29]=[CH:28][C:26]([NH2:27])=[CH:25][CH:24]=1)([OH:21])(=[O:20])=[O:19].[OH2:30].C[C:32](C)=[O:33], predict the reaction product. The product is: [CH3:9][O:10][C:11]1[CH:17]=[CH:16][C:14]([NH:15][C:5]2[C:4]([NH:22][C:23]3[CH:29]=[CH:28][C:26]([O:33][CH3:32])=[CH:25][CH:24]=3)=[N:3][C:2](=[O:1])[C:7](=[O:8])[CH:6]=2)=[CH:13][CH:12]=1.[S:18]([NH:22][C:11]1[CH:17]=[CH:16][C:14]([NH:15][C:5]2[C:4]([NH:27][C:26]3[CH:28]=[CH:29][C:23]([NH:22][S:18]([OH:21])(=[O:19])=[O:20])=[CH:24][CH:25]=3)=[N:3][C:2](=[O:1])[C:7](=[O:8])[CH:6]=2)=[CH:13][CH:12]=1)([OH:20])(=[O:19])=[O:30]. (2) Given the reactants [CH3:1][O:2][CH2:3][CH2:4][O:5][C:6]1[CH:7]=[C:8]2[C:20]([NH:21][C:22]3[CH:23]=[CH:24][CH:25]=[C:26]([C:28]#[CH:29])[CH:27]=3)=[N:19][CH:18]=[N:17][C:9]2=[CH:10][C:11]=1[O:12][CH2:13][CH2:14][O:15][CH3:16].[ClH:30].C(OCC)(=O)C, predict the reaction product. The product is: [CH3:1][O:2][CH2:3][CH2:4][O:5][C:6]1[CH:7]=[C:8]2[C:20]([NH:21][C:22]3[CH:23]=[CH:24][CH:25]=[C:26]([C:28]#[CH:29])[CH:27]=3)=[N:19][CH:18]=[N:17][C:9]2=[CH:10][C:11]=1[O:12][CH2:13][CH2:14][O:15][CH3:16].[ClH:30]. (3) Given the reactants [CH3:1][C:2]1[S:3][C:4]([C:13]2[N:17]=[CH:16][N:15]([CH:18]3[CH2:23][CH2:22][CH2:21][CH2:20][O:19]3)[N:14]=2)=[C:5]([C:7]2[CH:12]=[CH:11][CH:10]=[CH:9][CH:8]=2)[N:6]=1.C([Li])CCC.CCCCCC.CON(C)[C:38](=[O:40])[CH3:39], predict the reaction product. The product is: [C:7]1([C:5]2[N:6]=[C:2]([CH2:1][C:38]([CH3:39])=[O:40])[S:3][C:4]=2[C:13]2[N:17]=[CH:16][N:15]([CH:18]3[CH2:23][CH2:22][CH2:21][CH2:20][O:19]3)[N:14]=2)[CH:8]=[CH:9][CH:10]=[CH:11][CH:12]=1. (4) Given the reactants [CH3:1][P:2]([C:5]1[CH:10]=[CH:9][C:8]([NH:11][C:12]2[N:13]=[C:14]([NH:29][C:30]3[CH:35]=[CH:34][CH:33]=[CH:32][C:31]=3[S:36]([CH:39]([CH3:41])[CH3:40])(=[O:38])=[O:37])[C:15]3[CH:20]=[CH:19][N:18](COCC[Si](C)(C)C)[C:16]=3[N:17]=2)=[C:7]([O:42][CH3:43])[CH:6]=1)([CH3:4])=[O:3].[F-].C([N+](CCCC)(CCCC)CCCC)CCC, predict the reaction product. The product is: [CH3:4][P:2]([C:5]1[CH:10]=[CH:9][C:8]([NH:11][C:12]2[N:13]=[C:14]([NH:29][C:30]3[CH:35]=[CH:34][CH:33]=[CH:32][C:31]=3[S:36]([CH:39]([CH3:40])[CH3:41])(=[O:37])=[O:38])[C:15]3[CH:20]=[CH:19][NH:18][C:16]=3[N:17]=2)=[C:7]([O:42][CH3:43])[CH:6]=1)([CH3:1])=[O:3]. (5) Given the reactants [CH3:1][O:2][C:3]([C:5]1[N:6]([CH2:23][C:24]2[CH:32]=[CH:31][C:27]3[O:28][CH2:29][O:30][C:26]=3[CH:25]=2)[C:7](=[O:22])[C:8]2[C:13]([C:14]=1[C:15]1[CH:20]=[CH:19][CH:18]=[CH:17][CH:16]=1)=[CH:12][C:11](Br)=[CH:10][CH:9]=2)=[O:4].[CH3:33][N:34]1CCCC1=O, predict the reaction product. The product is: [CH3:1][O:2][C:3]([C:5]1[N:6]([CH2:23][C:24]2[CH:32]=[CH:31][C:27]3[O:28][CH2:29][O:30][C:26]=3[CH:25]=2)[C:7](=[O:22])[C:8]2[C:13]([C:14]=1[C:15]1[CH:20]=[CH:19][CH:18]=[CH:17][CH:16]=1)=[CH:12][C:11]([C:33]#[N:34])=[CH:10][CH:9]=2)=[O:4]. (6) Given the reactants [C:1]([O:5][C:6]([NH:8][C:9]1[CH:17]=[CH:16][CH:15]=[CH:14][C:10]=1[C:11]([OH:13])=O)=[O:7])([CH3:4])([CH3:3])[CH3:2].[CH3:18]CN=C=NCCCN(C)C.Cl.C1C=C[C:33]2[N:38]([OH:39])N=NC=2C=1.C(N(CC)CC)C, predict the reaction product. The product is: [C:1]([O:5][C:6](=[O:7])[NH:8][C:9]1[CH:17]=[CH:16][CH:15]=[CH:14][C:10]=1[C:11](=[O:13])[N:38]([O:39][CH3:18])[CH3:33])([CH3:2])([CH3:3])[CH3:4]. (7) Given the reactants Cl[C:2]1[N:7]=[CH:6][N:5]=[C:4]([C:8]2[CH:13]=[CH:12][N:11]=[C:10]([C:14]([O:16][CH3:17])=[O:15])[CH:9]=2)[N:3]=1.C(O)(=O)C(O)=O.[S:24]1[CH:28]=[CH:27][C:26]([NH2:29])=[CH:25]1.C(=O)([O-])[O-].[K+].[K+], predict the reaction product. The product is: [S:24]1[CH:28]=[CH:27][C:26]([NH:29][C:2]2[N:7]=[CH:6][N:5]=[C:4]([C:8]3[CH:13]=[CH:12][N:11]=[C:10]([C:14]([O:16][CH3:17])=[O:15])[CH:9]=3)[N:3]=2)=[CH:25]1.